Dataset: Reaction yield outcomes from USPTO patents with 853,638 reactions. Task: Predict the reaction yield, written as a fraction of the theoretical maximum amount of product (1.0 means a 100% yield; for example, 0.34 means a 34% yield). (1) The catalyst is Cl.O1CCOCC1. The reactants are C([O:5][C:6](=[O:8])[CH3:7])(C)(C)C.[CH3:9][C:10]([CH3:38])([CH3:37])[C:11](=[O:36])[CH2:12][O:13][C:14]1[CH:19]=[CH:18][C:17]([C:20]([C:25]2[S:29][C:28]([S:30]([NH2:33])(=[O:32])=[O:31])=[C:27]([CH3:34])[CH:26]=2)([CH2:23][CH3:24])[CH2:21][CH3:22])=[CH:16][C:15]=1[CH3:35]. The yield is 0.870. The product is [C:6]([OH:8])(=[O:5])[CH3:7].[CH3:38][C:10]([CH3:9])([CH3:37])[C:11](=[O:36])[CH2:12][O:13][C:14]1[CH:19]=[CH:18][C:17]([C:20]([C:25]2[S:29][C:28]([S:30]([NH2:33])(=[O:32])=[O:31])=[C:27]([CH3:34])[CH:26]=2)([CH2:21][CH3:22])[CH2:23][CH3:24])=[CH:16][C:15]=1[CH3:35]. (2) The reactants are [NH2:1][C:2]1[C:3]([NH:19][C@H:20]2[C:29]3[C:24](=[CH:25][CH:26]=[CH:27][CH:28]=3)[C@H:23]([O:30][Si:31]([C:44]([CH3:47])([CH3:46])[CH3:45])([C:38]3[CH:43]=[CH:42][CH:41]=[CH:40][CH:39]=3)[C:32]3[CH:37]=[CH:36][CH:35]=[CH:34][CH:33]=3)[CH2:22][CH2:21]2)=[N:4][C:5]([N:8]2[C:12]3[CH:13]=[C:14]([C:17]#[N:18])[CH:15]=[CH:16][C:11]=3[N:10]=[CH:9]2)=[N:6][CH:7]=1.[C:48]1(C)C=CC=C[CH:49]=1.COC(OC)N(C)C.C1(C)C=CC(S([O-])(=O)=O)=CC=1.[NH+]1C=CC=CC=1. The catalyst is CCOC(C)=O. The product is [Si:31]([O:30][C@H:23]1[C:24]2[C:29](=[CH:28][CH:27]=[CH:26][CH:25]=2)[C@H:20]([N:19]2[C:48]([CH3:49])=[N:1][C:2]3[C:3]2=[N:4][C:5]([N:8]2[C:12]4[CH:13]=[C:14]([C:17]#[N:18])[CH:15]=[CH:16][C:11]=4[N:10]=[CH:9]2)=[N:6][CH:7]=3)[CH2:21][CH2:22]1)([C:44]([CH3:47])([CH3:46])[CH3:45])([C:32]1[CH:33]=[CH:34][CH:35]=[CH:36][CH:37]=1)[C:38]1[CH:43]=[CH:42][CH:41]=[CH:40][CH:39]=1. The yield is 0.650. (3) The reactants are [CH3:1][C:2]1([CH3:29])[CH2:7][CH2:6][N:5]([C:8]2[N:13]3[CH:14]=[C:15]([C:17]([O:19][CH2:20][CH3:21])=[O:18])[N:16]=[C:12]3[CH:11]=[C:10]([CH3:22])[C:9]=2[C@H:23]([OH:28])[C:24]([O:26][CH3:27])=[O:25])[CH2:4][CH2:3]1.Cl(O)(=O)(=O)=O.C(Cl)Cl.C(=O)(O)[O-].[Na+]. The catalyst is C(OC(C)(C)C)(=O)C. The product is [C:2]([O:28][C@@H:23]([C:9]1[C:10]([CH3:22])=[CH:11][C:12]2[N:13]([CH:14]=[C:15]([C:17]([O:19][CH2:20][CH3:21])=[O:18])[N:16]=2)[C:8]=1[N:5]1[CH2:6][CH2:7][C:2]([CH3:1])([CH3:29])[CH2:3][CH2:4]1)[C:24]([O:26][CH3:27])=[O:25])([CH3:7])([CH3:3])[CH3:1]. The yield is 0.290. (4) The yield is 0.550. The product is [ClH:34].[CH3:27][O:26][CH2:25][C@H:10]1[CH2:9][NH:8][CH2:14][C:13]2[N:15]=[CH:16][C:17]([N:19]([CH3:24])[CH:20]([CH3:23])[CH2:21][CH3:22])=[N:18][C:12]=2[O:11]1. The reactants are C([N:8]1[CH2:14][C:13]2[N:15]=[CH:16][C:17]([N:19]([CH3:24])[CH:20]([CH3:23])[CH2:21][CH3:22])=[N:18][C:12]=2[O:11][C@@H:10]([CH2:25][O:26][CH3:27])[CH2:9]1)C1C=CC=CC=1.C(OCC)(=O)C.[ClH:34]. The catalyst is CO.[OH-].[OH-].[Pd+2]. (5) The reactants are [O:1]=[C:2]1[NH:11][C:10]2[CH:12]=[CH:13][C:14]([C:16]([O:18][CH2:19][CH3:20])=[O:17])=[CH:15][C:9]=2[C:8]2[NH:7][CH2:6][CH2:5][CH2:4][C:3]1=2.O1CCOCC1.[ClH:27]. The yield is 0.250. The product is [ClH:27].[O:1]=[C:2]1[NH:11][C:10]2[CH:12]=[CH:13][C:14]([C:16]([O:18][CH2:19][CH3:20])=[O:17])=[CH:15][C:9]=2[C:8]2[NH:7][CH2:6][CH2:5][CH2:4][C:3]1=2. The catalyst is O1CCOCC1.